This data is from Forward reaction prediction with 1.9M reactions from USPTO patents (1976-2016). The task is: Predict the product of the given reaction. (1) Given the reactants Cl.[CH2:2]([O:4][C:5](=[O:23])[CH2:6][NH:7][C:8](=[O:22])[CH2:9][NH:10][C:11](=[O:21])[C@H:12]([CH2:14][CH:15]1[CH2:20][CH2:19][CH2:18][CH2:17][CH2:16]1)[NH2:13])[CH3:3].C(N(CC)C(C)C)(C)C.[O:33]1[CH:37]=[CH:36][CH:35]=[C:34]1[C:38](Cl)=[O:39].CO, predict the reaction product. The product is: [CH2:2]([O:4][C:5](=[O:23])[CH2:6][NH:7][C:8](=[O:22])[CH2:9][NH:10][C:11](=[O:21])[C@H:12]([CH2:14][CH:15]1[CH2:16][CH2:17][CH2:18][CH2:19][CH2:20]1)[NH:13][C:38]([C:34]1[O:33][CH:37]=[CH:36][CH:35]=1)=[O:39])[CH3:3]. (2) Given the reactants [CH3:1][S:2]([C:5]1[CH:6]=[CH:7][C:8]([N:14]2[CH2:19][CH2:18][O:17][CH2:16][CH2:15]2)=[C:9]([CH:13]=1)[C:10]([OH:12])=O)(=[O:4])=[O:3].[Cl:20][C:21]1[CH:26]=[C:25]([Cl:27])[CH:24]=[CH:23][C:22]=1[N:28]1[CH2:33][CH2:32][NH:31][CH2:30][CH2:29]1, predict the reaction product. The product is: [Cl:20][C:21]1[CH:26]=[C:25]([Cl:27])[CH:24]=[CH:23][C:22]=1[N:28]1[CH2:29][CH2:30][N:31]([C:10]([C:9]2[CH:13]=[C:5]([S:2]([CH3:1])(=[O:3])=[O:4])[CH:6]=[CH:7][C:8]=2[N:14]2[CH2:19][CH2:18][O:17][CH2:16][CH2:15]2)=[O:12])[CH2:32][CH2:33]1. (3) Given the reactants Cl.[NH2:2]N.C[N:5](C)/[CH:6]=[C:7](\[C:18]1[CH:23]=[CH:22][CH:21]=[CH:20][CH:19]=1)/[C:8]([C:10]1[CH:15]=[CH:14][N:13]=[C:12]([S:16][CH3:17])[N:11]=1)=O, predict the reaction product. The product is: [CH3:17][S:16][C:12]1[N:11]=[C:10]([C:8]2[NH:2][N:5]=[CH:6][C:7]=2[C:18]2[CH:23]=[CH:22][CH:21]=[CH:20][CH:19]=2)[CH:15]=[CH:14][N:13]=1. (4) Given the reactants Cl[C:2]1[N:7]2[N:8]=[CH:9][C:10]([C:11]([O:13][CH2:14][CH3:15])=[O:12])=[C:6]2[N:5]=[CH:4][C:3]=1[C:16]([N:18]1[CH2:23][CH2:22][CH:21]([C:24]2[CH:29]=[CH:28][C:27]([F:30])=[CH:26][CH:25]=2)[CH2:20][CH2:19]1)=[O:17].[F:31][C:32]1[CH:38]=[CH:37][C:36]([CH3:39])=[CH:35][C:33]=1[NH2:34], predict the reaction product. The product is: [CH2:14]([O:13][C:11]([C:10]1[CH:9]=[N:8][N:7]2[C:2]([NH:34][C:33]3[CH:35]=[C:36]([CH3:39])[CH:37]=[CH:38][C:32]=3[F:31])=[C:3]([C:16]([N:18]3[CH2:23][CH2:22][CH:21]([C:24]4[CH:29]=[CH:28][C:27]([F:30])=[CH:26][CH:25]=4)[CH2:20][CH2:19]3)=[O:17])[CH:4]=[N:5][C:6]=12)=[O:12])[CH3:15]. (5) Given the reactants Cl.[Cl:2][C:3]1[CH:4]=[C:5]([NH:10][C:11]2[C:20]3[C:15](=[CH:16][C:17]([O:23][CH:24]4[CH2:31][C@@H:27]5[CH2:28][NH:29][CH2:30][C@@H:26]5[CH2:25]4)=[C:18]([O:21][CH3:22])[CH:19]=3)[N:14]=[CH:13][N:12]=2)[CH:6]=[CH:7][C:8]=1[Cl:9].C=O.Cl.O1CCOC[CH2:36]1, predict the reaction product. The product is: [ClH:2].[Cl:2][C:3]1[CH:4]=[C:5]([NH:10][C:11]2[C:20]3[C:15](=[CH:16][C:17]([O:23][CH:24]4[CH2:31][C@@H:27]5[CH2:28][N:29]([CH3:36])[CH2:30][C@@H:26]5[CH2:25]4)=[C:18]([O:21][CH3:22])[CH:19]=3)[N:14]=[CH:13][N:12]=2)[CH:6]=[CH:7][C:8]=1[Cl:9]. (6) Given the reactants [NH2:1][C:2]1[N:7]=[C:6]([C:8]2[N:12]3[CH:13]=[C:14]([C:17]([OH:19])=O)[CH:15]=[CH:16][C:11]3=[N:10][C:9]=2[C:20]2[CH:25]=[CH:24][CH:23]=[C:22]([CH3:26])[N:21]=2)[CH:5]=[CH:4][N:3]=1.CN(C(ON1N=NC2[CH:38]=[CH:39][CH:40]=[N:41]C1=2)=[N+](C)C)C.F[P-](F)(F)(F)(F)F.CCN(C(C)C)C(C)C.C1(N)CC1, predict the reaction product. The product is: [CH:40]1([NH:41][C:17]([C:14]2[CH:15]=[CH:16][C:11]3[N:12]([C:8]([C:6]4[CH:5]=[CH:4][N:3]=[C:2]([NH2:1])[N:7]=4)=[C:9]([C:20]4[CH:25]=[CH:24][CH:23]=[C:22]([CH3:26])[N:21]=4)[N:10]=3)[CH:13]=2)=[O:19])[CH2:38][CH2:39]1. (7) Given the reactants [N:1]1([CH2:6][CH2:7][CH2:8][C:9]2[CH:14]=[CH:13][C:12]([N:15]3[CH2:20][CH2:19][CH:18]([NH:21]C(OC(C)(C)C)=O)[CH2:17][CH2:16]3)=[CH:11][CH:10]=2)[CH:5]=[N:4][CH:3]=[N:2]1, predict the reaction product. The product is: [N:1]1([CH2:6][CH2:7][CH2:8][C:9]2[CH:10]=[CH:11][C:12]([N:15]3[CH2:16][CH2:17][CH:18]([NH2:21])[CH2:19][CH2:20]3)=[CH:13][CH:14]=2)[CH:5]=[N:4][CH:3]=[N:2]1.